This data is from Forward reaction prediction with 1.9M reactions from USPTO patents (1976-2016). The task is: Predict the product of the given reaction. (1) Given the reactants [CH2:1]([O:3][C:4]([C:6]1([C:9]2[CH:14]=[CH:13][C:12]([C:15]3[CH:20]=[CH:19][C:18]([C:21]4[O:25][N:24]=[C:23]([CH3:26])[C:22]=4[CH2:27]Br)=[CH:17][CH:16]=3)=[CH:11][CH:10]=2)[CH2:8][CH2:7]1)=[O:5])[CH3:2].[C:29]1([C@H:35]2[CH2:39][O:38][C:37](=[O:40])[NH:36]2)[CH:34]=[CH:33][CH:32]=[CH:31][CH:30]=1, predict the reaction product. The product is: [CH2:1]([O:3][C:4]([C:6]1([C:9]2[CH:14]=[CH:13][C:12]([C:15]3[CH:20]=[CH:19][C:18]([C:21]4[O:25][N:24]=[C:23]([CH3:26])[C:22]=4[CH2:27][N:36]4[C@@H:35]([C:29]5[CH:34]=[CH:33][CH:32]=[CH:31][CH:30]=5)[CH2:39][O:38][C:37]4=[O:40])=[CH:17][CH:16]=3)=[CH:11][CH:10]=2)[CH2:8][CH2:7]1)=[O:5])[CH3:2]. (2) Given the reactants [F:1][C:2]([F:24])([C:7]([F:23])([F:22])[C:8]1[N:12]=[C:11]([C:13]2[CH:18]=[CH:17][C:16]([N+:19]([O-])=O)=[CH:15][CH:14]=2)[NH:10][N:9]=1)[C:3]([O:5][CH3:6])=[O:4].[H][H], predict the reaction product. The product is: [NH2:19][C:16]1[CH:15]=[CH:14][C:13]([C:11]2[NH:10][N:9]=[C:8]([C:7]([F:23])([F:22])[C:2]([F:24])([F:1])[C:3]([O:5][CH3:6])=[O:4])[N:12]=2)=[CH:18][CH:17]=1. (3) Given the reactants C([Li])(C)(C)C.C(OC([N:13]1[C:21]2[C:16](=[CH:17][CH:18]=[C:19]([F:22])[CH:20]=2)[CH2:15][CH2:14]1)=O)(C)(C)C.[O:23]1CCC[CH2:24]1, predict the reaction product. The product is: [F:22][C:19]1[C:20]([CH:24]=[O:23])=[C:21]2[C:16]([CH2:15][CH2:14][NH:13]2)=[CH:17][CH:18]=1. (4) The product is: [F:27][C:28]1[C:36]2[O:35][C:34]([CH3:38])([CH3:37])[CH2:33][C:32]=2[CH:31]=[C:30]([N:3]2[C:4](=[O:26])[C:5]([CH2:11][C:12]3[CH:17]=[CH:16][C:15]([C:18]4[C:19]([C:24]#[N:25])=[CH:20][CH:21]=[CH:22][CH:23]=4)=[CH:14][CH:13]=3)=[C:6]([CH2:8][CH2:9][CH3:10])[N:7]=[C:2]2[CH3:1])[CH:29]=1. Given the reactants [CH3:1][C:2]1[NH:3][C:4](=[O:26])[C:5]([CH2:11][C:12]2[CH:17]=[CH:16][C:15]([C:18]3[C:19]([C:24]#[N:25])=[CH:20][CH:21]=[CH:22][CH:23]=3)=[CH:14][CH:13]=2)=[C:6]([CH2:8][CH2:9][CH3:10])[N:7]=1.[F:27][C:28]1[C:36]2[O:35][C:34]([CH3:38])([CH3:37])[CH2:33][C:32]=2[CH:31]=[C:30](B(O)O)[CH:29]=1.C(N(CC)CC)C.N1C=CC=CC=1, predict the reaction product. (5) Given the reactants [OH:1][C:2]12[CH2:11][CH:6]3[CH2:7][CH:8]([CH2:10][CH:4]([CH:5]3[NH:12][C:13]([C:15]3[CH:28]=[CH:27][C:18]4[N:19]([CH2:22][CH2:23][N:24]=[N+]=[N-])[CH:20]=[N:21][C:17]=4[CH:16]=3)=[O:14])[CH2:3]1)[CH2:9]2, predict the reaction product. The product is: [OH:1][C:2]12[CH2:3][CH:4]3[CH2:10][CH:8]([CH2:7][CH:6]([CH:5]3[NH:12][C:13]([C:15]3[CH:28]=[CH:27][C:18]4[N:19]([CH2:22][CH2:23][NH2:24])[CH:20]=[N:21][C:17]=4[CH:16]=3)=[O:14])[CH2:11]1)[CH2:9]2. (6) The product is: [OH:8][C:9]1[CH:28]=[CH:27][CH:26]=[CH:25][C:10]=1[O:11][CH2:12][CH2:13][CH2:14][CH2:15][CH2:16][CH2:17][N:18]([CH2:22][CH2:23][OH:24])[CH2:19][CH2:20][OH:21]. Given the reactants C([O:8][C:9]1[CH:28]=[CH:27][CH:26]=[CH:25][C:10]=1[O:11][CH2:12][CH2:13][CH2:14][CH2:15][CH2:16][CH2:17][N:18]([CH2:22][CH2:23][OH:24])[CH2:19][CH2:20][OH:21])C1C=CC=CC=1.[H][H], predict the reaction product. (7) Given the reactants [CH3:1][C:2](C)([O-])C.[K+].O=[C:8]1[CH2:11][N:10]([C:12]([O:14][C:15]([CH3:18])([CH3:17])[CH3:16])=[O:13])[CH2:9]1, predict the reaction product. The product is: [CH:1](=[C:8]1[CH2:11][N:10]([C:12]([O:14][C:15]([CH3:18])([CH3:17])[CH3:16])=[O:13])[CH2:9]1)[CH3:2]. (8) Given the reactants O.Cl.[C:3]([NH2:11])(=[NH:10])[C:4]1[CH:9]=[CH:8][CH:7]=[CH:6][CH:5]=1.[Na].[CH3:13][O:14][C:15](=[O:24])[C:16]([CH:19](OC)OC)=[CH:17]O.O, predict the reaction product. The product is: [CH3:13][O:14][C:15]([C:16]1[CH:17]=[N:10][C:3]([C:4]2[CH:9]=[CH:8][CH:7]=[CH:6][CH:5]=2)=[N:11][CH:19]=1)=[O:24].